Dataset: Catalyst prediction with 721,799 reactions and 888 catalyst types from USPTO. Task: Predict which catalyst facilitates the given reaction. (1) Reactant: [NH:1]1[CH:5]=[CH:4][N:3]=[CH:2]1.C(=O)([O-])[O-].[K+].[K+].Br[CH:13]([C:15]1[CH:20]=[CH:19][C:18]([C:21]2[CH:25]=[CH:24][O:23][CH:22]=2)=[CH:17][N:16]=1)[CH3:14].C(=O)(O)[O-].[Na+]. Product: [N:1]1([CH:13]([C:15]2[CH:20]=[CH:19][C:18]([C:21]3[CH:25]=[CH:24][O:23][CH:22]=3)=[CH:17][N:16]=2)[CH3:14])[CH:5]=[CH:4][N:3]=[CH:2]1. The catalyst class is: 3. (2) Reactant: [F:1][C:2]1[CH:11]=[CH:10][C:5]([C:6]([O:8][CH3:9])=[O:7])=[C:4]([OH:12])[CH:3]=1.[H-].[Na+].Br[CH2:16][C:17]1[CH:22]=[CH:21][C:20]([O:23][CH3:24])=[CH:19][CH:18]=1.Cl. Product: [CH3:9][O:8][C:6](=[O:7])[C:5]1[CH:10]=[CH:11][C:2]([F:1])=[CH:3][C:4]=1[O:12][CH2:16][C:17]1[CH:22]=[CH:21][C:20]([O:23][CH3:24])=[CH:19][CH:18]=1. The catalyst class is: 9. (3) Reactant: [C:1]([O:5][C:6]([N:8]1[CH2:13][CH2:12][N:11]([C:14]2[CH:19]=[CH:18][C:17]([NH2:20])=[CH:16][C:15]=2[C:21]#[N:22])[CH2:10][CH2:9]1)=[O:7])([CH3:4])([CH3:3])[CH3:2].[C:23]1([C:29]2[O:30][C:31]([C:37]([F:40])([F:39])[F:38])=[C:32]([C:34](O)=[O:35])[N:33]=2)[CH:28]=[CH:27][CH:26]=[CH:25][CH:24]=1.C(N(CC)CC)C.Cl.CN(C)CCCN=C=NCC. Product: [C:1]([O:5][C:6]([N:8]1[CH2:13][CH2:12][N:11]([C:14]2[CH:19]=[CH:18][C:17]([NH:20][C:34]([C:32]3[N:33]=[C:29]([C:23]4[CH:28]=[CH:27][CH:26]=[CH:25][CH:24]=4)[O:30][C:31]=3[C:37]([F:39])([F:40])[F:38])=[O:35])=[CH:16][C:15]=2[C:21]#[N:22])[CH2:10][CH2:9]1)=[O:7])([CH3:4])([CH3:2])[CH3:3]. The catalyst class is: 2. (4) Reactant: B#B.[Cl:3][C:4]1[CH:5]=[C:6]([CH:21]=[CH:22][C:23]=1[Cl:24])[CH2:7][N:8]1[CH2:13][CH2:12][N:11]([C:14]([C@@H:16]([NH2:20])[CH:17]([CH3:19])[CH3:18])=O)[CH2:10][CH2:9]1. Product: [Cl:3][C:4]1[CH:5]=[C:6]([CH:21]=[CH:22][C:23]=1[Cl:24])[CH2:7][N:8]1[CH2:13][CH2:12][N:11]([CH2:14][C@@H:16]([NH2:20])[CH:17]([CH3:19])[CH3:18])[CH2:10][CH2:9]1. The catalyst class is: 7. (5) Reactant: [C:1]([C:5]1[CH:6]=[CH:7][C:8]2[CH2:9][C:10]3[C:15]([C:16]=2[CH:17]=1)=[CH:14][C:13]([C:18]([CH3:21])([CH3:20])[CH3:19])=[CH:12][CH:11]=3)([CH3:4])([CH3:3])[CH3:2].CCCCCC.C([Li])CCC.[CH3:33][C:34]([CH3:40])=[C:35]1[CH:39]=[CH:38][CH:37]=[CH:36]1. Product: [CH:35]1([C:34]([C:11]2[C:10]3[CH2:9][C:8]4[C:16](=[CH:17][C:5]([C:1]([CH3:4])([CH3:3])[CH3:2])=[CH:6][CH:7]=4)[C:15]=3[CH:14]=[C:13]([C:18]([CH3:21])([CH3:20])[CH3:19])[CH:12]=2)([CH3:40])[CH3:33])[CH:39]=[CH:38][CH:37]=[CH:36]1. The catalyst class is: 20. (6) Reactant: C(NC(C)C)(C)C.C([Li])CCC.Cl[CH2:14][CH2:15][C:16]1([C:26]([O:28][CH3:29])=[O:27])[CH2:21][CH2:20][CH:19]([C:22]([O:24][CH3:25])=[O:23])[CH2:18][CH2:17]1.CN(C)P(N(C)C)(N(C)C)=O.C(NC(C)C)(C)C.[Li].[Cl-].[NH4+]. Product: [C:16]12([C:26]([O:28][CH3:29])=[O:27])[CH2:21][CH2:20][C:19]([C:22]([O:24][CH3:25])=[O:23])([CH2:18][CH2:17]1)[CH2:14][CH2:15]2. The catalyst class is: 1.